From a dataset of KCNQ2 potassium channel screen with 302,405 compounds. Binary Classification. Given a drug SMILES string, predict its activity (active/inactive) in a high-throughput screening assay against a specified biological target. (1) The molecule is s1c(/C=C(/NC(=O)c2ccccc2)C(=O)Nc2c(n(n(c2=O)c2ccccc2)C)C)ccc1. The result is 0 (inactive). (2) The compound is Brc1cc(c(OC)cc1)/C=N\NC(=O)CNC(=O)/C=C\c1ccc(OC)cc1. The result is 0 (inactive). (3) The drug is o1nc(nc1CN(C(C)C)Cc1n(ccn1)C)COc1ccccc1. The result is 0 (inactive). (4) The compound is [O-][N+](=O)c1c(N2CCCCC2)ccc(c1)C(=O)Nc1ccc(n2c(=O)c3c4c(c2=O)cccc4ccc3)cc1. The result is 0 (inactive). (5) The drug is Clc1cc(NC(=O)C(Sc2n(C)cnn2)c2ccccc2)cc(Cl)c1. The result is 0 (inactive). (6) The drug is O=C(N1CCN(CC1)c1ccc(NC(=O)COc2ccc(CC)cc2)cc1)CC. The result is 0 (inactive).